Task: Predict which catalyst facilitates the given reaction.. Dataset: Catalyst prediction with 721,799 reactions and 888 catalyst types from USPTO (1) Reactant: [CH3:1][NH:2][C:3]1([C:6]([O:8][CH3:9])=[O:7])[CH2:5][CH2:4]1.C1C=CC2N(O)N=NC=2C=1.CN1CCOCC1.[C:27]1([CH2:33][O:34][C:35]([NH:37][CH2:38][C:39](O)=[O:40])=[O:36])[CH:32]=[CH:31][CH:30]=[CH:29][CH:28]=1.CCN=C=NCCCN(C)C. Product: [CH3:1][N:2]([C:39](=[O:40])[CH2:38][NH:37][C:35]([O:34][CH2:33][C:27]1[CH:28]=[CH:29][CH:30]=[CH:31][CH:32]=1)=[O:36])[C:3]1([C:6]([O:8][CH3:9])=[O:7])[CH2:5][CH2:4]1. The catalyst class is: 2. (2) Product: [F:20][C:17]1[CH:18]=[CH:19][C:14]([CH:13]([C:21]2[CH:26]=[CH:25][C:24]([F:27])=[CH:23][CH:22]=2)[CH2:12][CH2:11][CH2:10][CH2:9][C:8]([N:5]2[CH2:6][CH2:7][CH:3]([CH2:2][NH:1][C:34](=[O:35])[C:33]3[CH:32]=[C:31]([O:30][CH3:29])[C:39]([O:40][CH3:41])=[C:38]([O:42][CH3:43])[CH:37]=3)[CH2:4]2)=[O:28])=[CH:15][CH:16]=1. Reactant: [NH2:1][CH2:2][CH:3]1[CH2:7][CH2:6][N:5]([C:8](=[O:28])[CH2:9][CH2:10][CH2:11][CH2:12][CH:13]([C:21]2[CH:26]=[CH:25][C:24]([F:27])=[CH:23][CH:22]=2)[C:14]2[CH:19]=[CH:18][C:17]([F:20])=[CH:16][CH:15]=2)[CH2:4]1.[CH3:29][O:30][C:31]1[CH:32]=[C:33]([CH:37]=[C:38]([O:42][CH3:43])[C:39]=1[O:40][CH3:41])[C:34](O)=[O:35].C(Cl)CCl. The catalyst class is: 64. (3) Reactant: [NH2:1][C:2]1[CH:7]=[C:6]([C:8]2[N:9]=[C:10]([N:21]3[CH2:26][CH2:25][N:24]([C:27]([O:29][CH2:30][C:31]4[CH:36]=[CH:35][CH:34]=[CH:33][CH:32]=4)=[O:28])[CH2:23][CH2:22]3)[C:11]3[C:17]([CH:18]4[CH2:20][CH2:19]4)=[CH:16][N:15]=[CH:14][C:12]=3[N:13]=2)[CH:5]=[CH:4][N:3]=1.Br[C:38]1[CH:43]=[CH:42][C:41]([CH:44]2[CH2:47][O:46][CH2:45]2)=[CH:40][CH:39]=1.CC1(C)C2C(=C(P(C3C=CC=CC=3)C3C=CC=CC=3)C=CC=2)OC2C(P(C3C=CC=CC=3)C3C=CC=CC=3)=CC=CC1=2.C(=O)([O-])[O-].[Cs+].[Cs+]. Product: [CH:18]1([C:17]2[C:11]3[C:10]([N:21]4[CH2:26][CH2:25][N:24]([C:27]([O:29][CH2:30][C:31]5[CH:36]=[CH:35][CH:34]=[CH:33][CH:32]=5)=[O:28])[CH2:23][CH2:22]4)=[N:9][C:8]([C:6]4[CH:5]=[CH:4][N:3]=[C:2]([NH:1][C:38]5[CH:43]=[CH:42][C:41]([CH:44]6[CH2:47][O:46][CH2:45]6)=[CH:40][CH:39]=5)[CH:7]=4)=[N:13][C:12]=3[CH:14]=[N:15][CH:16]=2)[CH2:19][CH2:20]1. The catalyst class is: 318.